Dataset: Forward reaction prediction with 1.9M reactions from USPTO patents (1976-2016). Task: Predict the product of the given reaction. (1) The product is: [CH2:1]([C:3]1[CH:8]=[C:7]([CH3:9])[CH:6]=[C:5]([CH2:10][CH3:11])[C:4]=1[C:12]1[C:13](=[O:22])[N:14]([CH3:21])[N:15]=[C:16]([CH3:20])[C:17]=1[OH:29])[CH3:2].[CH2:1]([C:3]1[CH:8]=[C:7]([CH3:9])[CH:6]=[C:5]([CH2:10][CH3:11])[C:4]=1[C:12]1[C:13](=[O:22])[N:14]([CH3:21])[N:15]=[C:16]([CH3:20])[C:17]=1[SH:18])[CH3:2]. Given the reactants [CH2:1]([C:3]1[CH:8]=[C:7]([CH3:9])[CH:6]=[C:5]([CH2:10][CH3:11])[C:4]=1[C:12]1[C:13](=[O:22])[N:14]([CH3:21])[N:15]=[C:16]([CH3:20])[C:17]=1[S:18]C)[CH3:2].CN1CCCC1=[O:29].C[O-].[Na+], predict the reaction product. (2) Given the reactants Cl.Cl[C:3]1[C:12]2[C:7](=[CH:8][C:9]([O:15][CH3:16])=[C:10]([O:13][CH3:14])[CH:11]=2)[N:6]=[N:5][CH:4]=1.[Cl:17][C:18]1[C:24]([OH:25])=[CH:23][C:21]([NH2:22])=[C:20]([F:26])[CH:19]=1, predict the reaction product. The product is: [Cl:17][C:18]1[C:24]([OH:25])=[CH:23][C:21]([NH:22][C:3]2[C:12]3[C:7](=[CH:8][C:9]([O:15][CH3:16])=[C:10]([O:13][CH3:14])[CH:11]=3)[N:6]=[N:5][CH:4]=2)=[C:20]([F:26])[CH:19]=1. (3) The product is: [CH:23]1[C:24]2[CH:25]([C:27]([OH:29])=[O:28])[C:26]3[C:17](=[CH:16][CH:15]=[CH:14][CH:13]=3)[O:18][C:19]=2[CH:20]=[CH:21][CH:22]=1. Given the reactants OCCN1CCN(CCC[C:13]2[C:26]3[CH:25]([C:27]([O-:29])=[O:28])[C:24]4[C:19](=[CH:20][CH:21]=[CH:22][CH:23]=4)[O:18][C:17]=3[CH:16]=[CH:15][CH:14]=2)CC1, predict the reaction product.